From a dataset of NCI-60 drug combinations with 297,098 pairs across 59 cell lines. Regression. Given two drug SMILES strings and cell line genomic features, predict the synergy score measuring deviation from expected non-interaction effect. (1) Drug 1: C(=O)(N)NO. Synergy scores: CSS=27.6, Synergy_ZIP=-6.81, Synergy_Bliss=-2.78, Synergy_Loewe=-12.3, Synergy_HSA=-1.73. Drug 2: C(CCl)NC(=O)N(CCCl)N=O. Cell line: SF-539. (2) Drug 1: CN(CC1=CN=C2C(=N1)C(=NC(=N2)N)N)C3=CC=C(C=C3)C(=O)NC(CCC(=O)O)C(=O)O. Drug 2: COCCOC1=C(C=C2C(=C1)C(=NC=N2)NC3=CC=CC(=C3)C#C)OCCOC.Cl. Cell line: RXF 393. Synergy scores: CSS=10.7, Synergy_ZIP=-8.55, Synergy_Bliss=-6.13, Synergy_Loewe=-16.6, Synergy_HSA=-5.10.